This data is from TCR-epitope binding with 47,182 pairs between 192 epitopes and 23,139 TCRs. The task is: Binary Classification. Given a T-cell receptor sequence (or CDR3 region) and an epitope sequence, predict whether binding occurs between them. (1) The epitope is ILGLPTQTV. The TCR CDR3 sequence is CASSEWGMDGTTDTQYF. Result: 0 (the TCR does not bind to the epitope). (2) The epitope is SGPLKAEIAQRLED. Result: 0 (the TCR does not bind to the epitope). The TCR CDR3 sequence is CSARDHLRANEKLFF. (3) The epitope is KLSYGIATV. The TCR CDR3 sequence is CASSEGWTIEQFF. Result: 0 (the TCR does not bind to the epitope). (4) The epitope is TSDLATNNLVVMAY. The TCR CDR3 sequence is CASSQAWRTVVNTEAFF. Result: 0 (the TCR does not bind to the epitope). (5) The epitope is IQYIDIGNY. The TCR CDR3 sequence is CASSHPGTRVTGELFF. Result: 1 (the TCR binds to the epitope).